This data is from Reaction yield outcomes from USPTO patents with 853,638 reactions. The task is: Predict the reaction yield, written as a fraction of the theoretical maximum amount of product (1.0 means a 100% yield; for example, 0.34 means a 34% yield). (1) The reactants are [NH2:1][C:2]1[C:6]2[CH:7]=[C:8]3[C:15](=[O:16])[CH2:14][CH2:13][CH2:12][CH2:11][C:9]3=[N:10][C:5]=2[S:4][C:3]=1[C:17]([NH:19][C:20]1[S:21][C:22]([C:25]2[CH:30]=[CH:29][CH:28]=[CH:27][CH:26]=2)=[N:23][N:24]=1)=[O:18].[B-](F)(F)(F)F.CCN([S+](F)F)CC. The catalyst is C(Cl)Cl. The product is [NH2:1][C:2]1[C:6]2[CH:7]=[C:8]3[CH:15]([OH:16])[CH2:14][CH2:13][CH2:12][CH2:11][C:9]3=[N:10][C:5]=2[S:4][C:3]=1[C:17]([NH:19][C:20]1[S:21][C:22]([C:25]2[CH:30]=[CH:29][CH:28]=[CH:27][CH:26]=2)=[N:23][N:24]=1)=[O:18]. The yield is 0.0500. (2) The reactants are [Cl:1][C:2]1[CH:23]=[C:22]([Cl:24])[CH:21]=[CH:20][C:3]=1[CH2:4][O:5][C:6]1[CH:11]=[C:10]([O:12][CH:13]([CH3:15])[CH3:14])[CH:9]=[CH:8][C:7]=1[CH2:16][CH2:17][CH:18]=[O:19].P([O-])(O)(O)=[O:26].[Na+].Cl([O-])=O.[Na+].CC(=CC)C.Cl. The catalyst is O1CCCC1.C(O)(C)(C)C.O.C(OCC)(=O)C. The product is [Cl:1][C:2]1[CH:23]=[C:22]([Cl:24])[CH:21]=[CH:20][C:3]=1[CH2:4][O:5][C:6]1[CH:11]=[C:10]([O:12][CH:13]([CH3:14])[CH3:15])[CH:9]=[CH:8][C:7]=1[CH2:16][CH2:17][C:18]([OH:26])=[O:19]. The yield is 0.390.